This data is from Full USPTO retrosynthesis dataset with 1.9M reactions from patents (1976-2016). The task is: Predict the reactants needed to synthesize the given product. Given the product [CH3:18][O:19][C:20](=[O:34])[CH2:21][C:22]1[C:26]2[C:27]([F:33])=[CH:28][C:29]([OH:31])=[CH:30][C:25]=2[S:24][CH:23]=1, predict the reactants needed to synthesize it. The reactants are: [Cl-].[Al+3].[Cl-].[Cl-].C(S)CCCCCCCCCCC.[CH3:18][O:19][C:20](=[O:34])[CH2:21][C:22]1[C:26]2[C:27]([F:33])=[CH:28][C:29]([O:31]C)=[CH:30][C:25]=2[S:24][CH:23]=1.Cl.